Dataset: Full USPTO retrosynthesis dataset with 1.9M reactions from patents (1976-2016). Task: Predict the reactants needed to synthesize the given product. (1) The reactants are: [CH2:1]([O:8][C:9]1[CH:14]=[CH:13][C:12]([CH2:15][C:16](=[O:20])[C:17]([OH:19])=[O:18])=[C:11]([N+:21]([O-:23])=[O:22])[CH:10]=1)[C:2]1[CH:7]=[CH:6][CH:5]=[CH:4][CH:3]=1.Cl.[CH3:25]O. Given the product [CH3:25][O:18][C:17](=[O:19])[C:16](=[O:20])[CH2:15][C:12]1[CH:13]=[CH:14][C:9]([O:8][CH2:1][C:2]2[CH:3]=[CH:4][CH:5]=[CH:6][CH:7]=2)=[CH:10][C:11]=1[N+:21]([O-:23])=[O:22], predict the reactants needed to synthesize it. (2) The reactants are: [O:1]=[C:2]1[N:6]([C:7]2[CH:17]=[CH:16][C:10]([C:11]([O:13][CH2:14][CH3:15])=[O:12])=[CH:9][CH:8]=2)[C:5]2[CH:18]=[CH:19][CH:20]=[CH:21][C:4]=2[NH:3]1.[H-].[Na+].Br[CH2:25][C:26]([O:28][C:29]([CH3:32])([CH3:31])[CH3:30])=[O:27]. Given the product [C:29]([O:28][C:26](=[O:27])[CH2:25][N:3]1[C:4]2[CH:21]=[CH:20][CH:19]=[CH:18][C:5]=2[N:6]([C:7]2[CH:17]=[CH:16][C:10]([C:11]([O:13][CH2:14][CH3:15])=[O:12])=[CH:9][CH:8]=2)[C:2]1=[O:1])([CH3:32])([CH3:31])[CH3:30], predict the reactants needed to synthesize it. (3) Given the product [CH2:13]([N:20]1[CH2:21][CH:22]2[CH:24]([CH2:23]2)[CH2:25]1)[C:14]1[CH:15]=[CH:16][CH:17]=[CH:18][CH:19]=1, predict the reactants needed to synthesize it. The reactants are: COCCO[AlH2-]OCCOC.[Na+].[CH2:13]([N:20]1[C:25](=O)[CH:24]2[CH:22]([CH2:23]2)[C:21]1=O)[C:14]1[CH:19]=[CH:18][CH:17]=[CH:16][CH:15]=1.O. (4) Given the product [F:8][C:6]1[CH:5]=[C:4]([C:9]([O:12][Si:13]([CH:14]([CH3:15])[CH3:16])([CH:20]([CH3:22])[CH3:21])[CH:17]([CH3:19])[CH3:18])([CH3:10])[CH3:11])[CH:3]=[C:2]([F:1])[C:7]=1[B:32]1[O:36][C:35]([CH3:38])([CH3:37])[C:34]([CH3:40])([CH3:39])[O:33]1, predict the reactants needed to synthesize it. The reactants are: [F:1][C:2]1[CH:3]=[C:4]([C:9]([O:12][Si:13]([CH:20]([CH3:22])[CH3:21])([CH:17]([CH3:19])[CH3:18])[CH:14]([CH3:16])[CH3:15])([CH3:11])[CH3:10])[CH:5]=[C:6]([F:8])[CH:7]=1.C([Li])CCC.C(O[B:32]1[O:36][C:35]([CH3:38])([CH3:37])[C:34]([CH3:40])([CH3:39])[O:33]1)(C)C. (5) The reactants are: [CH3:1][O:2][CH2:3][O:4][C:5]1[C:10](=[O:11])[N:9]([CH2:12][O:13][CH3:14])[CH:8]=[C:7]([S:15][CH2:16][CH2:17][C:18](OC)=O)[CH:6]=1.CC(C)([O-])C.[K+].Cl[CH2:29][C:30]1C=CC(OC)=[CH:32][CH:31]=1. Given the product [CH2:16]([S:15][C:7]1[CH:6]=[C:5]([O:4][CH2:3][O:2][CH3:1])[C:10](=[O:11])[N:9]([CH2:12][O:13][CH3:14])[CH:8]=1)[C:17]1[CH:18]=[CH:32][CH:31]=[CH:30][CH:29]=1, predict the reactants needed to synthesize it.